The task is: Predict which catalyst facilitates the given reaction.. This data is from Catalyst prediction with 721,799 reactions and 888 catalyst types from USPTO. Reactant: [OH-].[Li+].O.[F:4][C:5]1[CH:10]=[CH:9][C:8]([CH2:11][O:12][C:13]2[CH:29]=[CH:28][C:27]([C:30]([F:33])([F:32])[F:31])=[CH:26][C:14]=2[C:15]([O:17]CC2C=CC(F)=CC=2)=[O:16])=[CH:7][CH:6]=1. Product: [F:4][C:5]1[CH:10]=[CH:9][C:8]([CH2:11][O:12][C:13]2[CH:29]=[CH:28][C:27]([C:30]([F:31])([F:32])[F:33])=[CH:26][C:14]=2[C:15]([OH:17])=[O:16])=[CH:7][CH:6]=1. The catalyst class is: 7.